This data is from Forward reaction prediction with 1.9M reactions from USPTO patents (1976-2016). The task is: Predict the product of the given reaction. (1) The product is: [NH2:65][C:61]1([C:58]2[CH:59]=[CH:60][C:55]([C:47]3[O:46][C:44]4[N:45]=[C:40]([NH:39][CH2:38][C@H:37]([OH:36])[CH3:75])[N:41]([CH3:74])[C:42](=[O:73])[C:43]=4[C:48]=3[C:49]3[CH:50]=[CH:51][CH:52]=[CH:53][CH:54]=3)=[CH:56][CH:57]=2)[CH2:62][CH2:63][CH2:64]1. Given the reactants Cl.NC1(C2C=CC(C3OC4N=C(NCC(NC)=O)N(C)C(=O)C=4C=3C3C=CC=CC=3)=CC=2)CCC1.[OH:36][C@H:37]([CH3:75])[CH2:38][NH:39][C:40]1[N:41]([CH3:74])[C:42](=[O:73])[C:43]2[C:48]([C:49]3[CH:54]=[CH:53][CH:52]=[CH:51][CH:50]=3)=[C:47]([C:55]3[CH:60]=[CH:59][C:58]([C:61]4([NH:65]C(=O)OC(C)(C)C)[CH2:64][CH2:63][CH2:62]4)=[CH:57][CH:56]=3)[O:46][C:44]=2[N:45]=1, predict the reaction product. (2) Given the reactants Cl.[NH2:2][C@H:3]1[CH2:8][CH2:7][C@H:6]([NH:9][C:10]([C:12]2[C:16]3[N:17]=[CH:18][N:19]=[C:20]([C:21]4[CH:26]=[C:25]([CH:27]([F:29])[F:28])[CH:24]=[CH:23][C:22]=4[O:30][CH2:31][CH:32]4[CH2:34][CH2:33]4)[C:15]=3[NH:14][C:13]=2[CH3:35])=[O:11])[CH2:5][C@H:4]1[F:36].[C:37](Cl)(=[O:40])[CH2:38][CH3:39], predict the reaction product. The product is: [CH:32]1([CH2:31][O:30][C:22]2[CH:23]=[CH:24][C:25]([CH:27]([F:29])[F:28])=[CH:26][C:21]=2[C:20]2[C:15]3[NH:14][C:13]([CH3:35])=[C:12]([C:10]([NH:9][C@H:6]4[CH2:7][CH2:8][C@H:3]([NH:2][C:37](=[O:40])[CH2:38][CH3:39])[C@H:4]([F:36])[CH2:5]4)=[O:11])[C:16]=3[N:17]=[CH:18][N:19]=2)[CH2:33][CH2:34]1. (3) Given the reactants C(N(CC)CC)C.Cl[C:9](Cl)([O:11]C(=O)OC(Cl)(Cl)Cl)Cl.[CH3:20][C:21]1[CH:26]=[CH:25][CH:24]=[C:23]([CH3:27])[C:22]=1[O:28][C:29]1[N:34]=[CH:33][C:32]([NH:35][C:36](=[O:40])[C@@H:37]([CH3:39])[NH2:38])=[CH:31][CH:30]=1, predict the reaction product. The product is: [CH3:27][C:23]1[CH:24]=[CH:25][CH:26]=[C:21]([CH3:20])[C:22]=1[O:28][C:29]1[N:34]=[CH:33][C:32]([N:35]2[C:36](=[O:40])[C@@H:37]([CH3:39])[NH:38][C:9]2=[O:11])=[CH:31][CH:30]=1. (4) Given the reactants [Cl:1][C:2]1[CH:3]=[C:4]([C@@H:9]2[C@@H:13]([NH:14][CH3:15])[CH2:12][N:11]([C:16]([CH:18]3[CH2:23][CH2:22][N:21]([C:24]([C:26]4([CH3:29])[CH2:28][CH2:27]4)=[O:25])[CH2:20][CH2:19]3)=[O:17])[CH2:10]2)[CH:5]=[CH:6][C:7]=1[Cl:8].Cl[C:31]([O:33][C:34]1[CH:39]=[CH:38][C:37]([CH3:40])=[CH:36][CH:35]=1)=[O:32], predict the reaction product. The product is: [C:37]1([CH3:40])[CH:38]=[CH:39][C:34]([O:33][C:31](=[O:32])[N:14]([C@@H:13]2[C@@H:9]([C:4]3[CH:5]=[CH:6][C:7]([Cl:8])=[C:2]([Cl:1])[CH:3]=3)[CH2:10][N:11]([C:16]([CH:18]3[CH2:19][CH2:20][N:21]([C:24]([C:26]4([CH3:29])[CH2:28][CH2:27]4)=[O:25])[CH2:22][CH2:23]3)=[O:17])[CH2:12]2)[CH3:15])=[CH:35][CH:36]=1.[C:6]1([CH3:5])[CH:7]=[CH:2][CH:3]=[CH:4][C:40]=1[C:37]1[CH:38]=[CH:39][C:34]([O:33][C:31](=[O:32])[N:14]([C@@H:13]2[C@@H:9]([C:4]3[CH:5]=[CH:6][C:7]([Cl:8])=[C:2]([Cl:1])[CH:3]=3)[CH2:10][N:11]([C:16]([CH:18]3[CH2:23][CH2:22][N:21]([C:24]([C:26]4([CH3:29])[CH2:27][CH2:28]4)=[O:25])[CH2:20][CH2:19]3)=[O:17])[CH2:12]2)[CH3:15])=[CH:35][CH:36]=1. (5) Given the reactants [CH:1]1([C:4]#[C:5][C:6]2[C:7]3[O:14][C:13]([CH:15]=O)=[CH:12][C:8]=3[CH:9]=[N:10][CH:11]=2)[CH2:3][CH2:2]1.[CH2:17]1[S:23][C:21](=[O:22])[NH:20][C:18]1=[O:19].NCCC(O)=O, predict the reaction product. The product is: [CH:1]1([C:4]#[C:5][C:6]2[C:7]3[O:14][C:13](/[CH:15]=[C:17]4/[C:18](=[O:19])[NH:20][C:21](=[O:22])[S:23]/4)=[CH:12][C:8]=3[CH:9]=[N:10][CH:11]=2)[CH2:2][CH2:3]1. (6) Given the reactants [NH2:1][C:2]1[C:3]2[CH:11]=[N:10][N:9]([C:12]3[CH:17]=[CH:16][CH:15]=[CH:14][CH:13]=3)[C:4]=2[NH:5][C:6](=[O:8])[CH:7]=1.C(=O)([O-])[O-].[Cs+].[Cs+].Cl.Cl[CH2:26][C:27]1[N:28]([CH3:32])[N:29]=[CH:30][N:31]=1, predict the reaction product. The product is: [CH3:32][N:28]1[C:27]([CH2:26][O:8][C:6]2[N:5]=[C:4]3[N:9]([C:12]4[CH:13]=[CH:14][CH:15]=[CH:16][CH:17]=4)[N:10]=[CH:11][C:3]3=[C:2]([NH2:1])[CH:7]=2)=[N:31][CH:30]=[N:29]1.